Dataset: Reaction yield outcomes from USPTO patents with 853,638 reactions. Task: Predict the reaction yield, written as a fraction of the theoretical maximum amount of product (1.0 means a 100% yield; for example, 0.34 means a 34% yield). (1) The reactants are CCOP(OCC)([CH2:6][C:7]([N:9]([O:11][CH3:12])[CH3:10])=[O:8])=O.[H-].[Na+].[S:18]1[CH:22]=[C:21]([CH:23]=O)[C:20]2[CH:25]=[CH:26][CH:27]=[CH:28][C:19]1=2. The catalyst is C1COCC1. The product is [S:18]1[CH:22]=[C:21](/[CH:23]=[CH:6]/[C:7]([N:9]([O:11][CH3:12])[CH3:10])=[O:8])[C:20]2[CH:25]=[CH:26][CH:27]=[CH:28][C:19]1=2. The yield is 0.930. (2) The reactants are O.[OH-].[Li+].[C:4]1([NH:10][C:11]2[C:19]3[CH:18]=[CH:17][C:16](=[O:20])[N:15]([C:21]4[CH:26]=[CH:25][CH:24]=[CH:23][CH:22]=4)[C:14]=3[S:13][C:12]=2[C:27]([O:29]CC)=[O:28])[CH:9]=[CH:8][CH:7]=[CH:6][CH:5]=1. The catalyst is C1COCC1.O. The product is [O:20]=[C:16]1[N:15]([C:21]2[CH:22]=[CH:23][CH:24]=[CH:25][CH:26]=2)[C:14]2[S:13][C:12]([C:27]([O-:29])=[O:28])=[C:11]([NH:10][C:4]3[CH:9]=[CH:8][CH:7]=[CH:6][CH:5]=3)[C:19]=2[CH:18]=[CH:17]1.[NH4+:10]. The yield is 1.00.